Dataset: Full USPTO retrosynthesis dataset with 1.9M reactions from patents (1976-2016). Task: Predict the reactants needed to synthesize the given product. (1) Given the product [Cl:1][C:2]1[CH:11]=[C:10]2[C:5]([CH:6]=[C:7]([C:15]3[C:20]([O:21][CH3:22])=[CH:19][CH:18]=[CH:17][C:16]=3[F:23])[C:8](=[O:26])[N:9]2[CH2:12][CH3:13])=[CH:4][N:3]=1, predict the reactants needed to synthesize it. The reactants are: [Cl:1][C:2]1[CH:11]=[C:10]2[C:5]([CH:6]=[C:7]([C:15]3[C:20]([O:21][CH3:22])=[CH:19][CH:18]=[CH:17][C:16]=3[F:23])[C:8](=N)[N:9]2[CH2:12][CH3:13])=[CH:4][N:3]=1.CC(OC(C)=O)=[O:26]. (2) Given the product [CH2:1]([NH:21][CH2:20][CH2:19][C:13]1[CH:14]=[CH:15][C:16]([O:17][CH3:18])=[C:11]([O:10][CH3:9])[CH:12]=1)[C:2]1[CH:7]=[CH:6][CH:5]=[CH:4][CH:3]=1, predict the reactants needed to synthesize it. The reactants are: [CH:1](=O)[C:2]1[CH:7]=[CH:6][CH:5]=[CH:4][CH:3]=1.[CH3:9][O:10][C:11]1[CH:12]=[C:13]([CH2:19][CH2:20][NH2:21])[CH:14]=[CH:15][C:16]=1[O:17][CH3:18].[BH4-].[Na+]. (3) Given the product [CH3:40][N:41]([CH2:37][C:34]1([C:32]2[O:31][N:30]=[C:29]([NH:28][C:27]([N:23]3[C:24]4[C:20](=[CH:19][C:18]([O:17][C:14]5[C:15]6[CH2:16][NH:8][CH2:9][C:10]=6[N:11]=[CH:12][N:13]=5)=[CH:26][CH:25]=4)[CH:21]=[CH:22]3)=[O:39])[CH:33]=2)[CH2:35][CH2:36]1)[CH3:42], predict the reactants needed to synthesize it. The reactants are: C(OC([N:8]1[CH2:16][C:15]2[C:14]([O:17][C:18]3[CH:19]=[C:20]4[C:24](=[CH:25][CH:26]=3)[N:23]([C:27](=[O:39])[NH:28][C:29]3[CH:33]=[C:32]([C:34]5([CH:37]=O)[CH2:36][CH2:35]5)[O:31][N:30]=3)[CH:22]=[CH:21]4)=[N:13][CH:12]=[N:11][C:10]=2[CH2:9]1)=O)(C)(C)C.[CH3:40][NH:41][CH3:42].C(O[BH-](OC(=O)C)OC(=O)C)(=O)C.[Na+].C(O)(C(F)(F)F)=O. (4) Given the product [F:14][CH:8]([C:5]1[N:6]=[N:7][C:2]([OH:17])=[CH:3][CH:4]=1)[C:9]([O:11][CH2:12][CH3:13])=[O:10], predict the reactants needed to synthesize it. The reactants are: Cl[C:2]1[N:7]=[N:6][C:5]([CH:8]([F:14])[C:9]([O:11][CH2:12][CH3:13])=[O:10])=[CH:4][CH:3]=1.C([O-])(=[O:17])C.[Na+]. (5) Given the product [Cl:11][C:6]1[CH:5]=[C:4]([C:22]([C:24]([F:27])([F:26])[F:25])=[CH2:23])[CH:3]=[C:2]([Cl:1])[C:7]=1[CH:8]([F:9])[F:10], predict the reactants needed to synthesize it. The reactants are: [Cl:1][C:2]1[CH:3]=[C:4](B2OC(C)(C)C(C)(C)O2)[CH:5]=[C:6]([Cl:11])[C:7]=1[CH:8]([F:10])[F:9].Br[C:22]([C:24]([F:27])([F:26])[F:25])=[CH2:23].C([O-])([O-])=O.[Cs+].[Cs+]. (6) Given the product [Br:1][C:2]1[C:3]([C:14]2[S:16][CH2:18][C:19]([O:24][CH3:25])([C:20]([F:23])([F:22])[F:21])[N:15]=2)=[CH:4][C:5]([NH:8][C:9]([NH:11][CH2:12][CH3:13])=[O:10])=[N:6][CH:7]=1, predict the reactants needed to synthesize it. The reactants are: [Br:1][C:2]1[C:3]([C:14](=[S:16])[NH2:15])=[CH:4][C:5]([NH:8][C:9]([NH:11][CH2:12][CH3:13])=[O:10])=[N:6][CH:7]=1.Br[CH2:18][C:19](=[O:24])[C:20]([F:23])([F:22])[F:21].[C:25](#N)C. (7) Given the product [CH2:7]([NH:14][CH2:20][CH:19]([CH2:21][OH:22])[CH:18]([C:30]1[CH:35]=[CH:34][C:33]([Cl:36])=[C:32]([Cl:37])[CH:31]=1)[OH:17])[C:8]1[CH:13]=[CH:12][CH:11]=[CH:10][CH:9]=1, predict the reactants needed to synthesize it. The reactants are: [H-].[Al+3].[Li+].[H-].[H-].[H-].[CH2:7]([N:14]1[CH2:20][CH:19]([CH2:21][O:22][Si](C(C)(C)C)(C)C)[CH:18]([C:30]2[CH:35]=[CH:34][C:33]([Cl:36])=[C:32]([Cl:37])[CH:31]=2)[O:17]CC1=O)[C:8]1[CH:13]=[CH:12][CH:11]=[CH:10][CH:9]=1.C(NC[C@H]([C@@H](C1C=CC(Cl)=C(Cl)C=1)O)C(OC)=O)C1C=CC=CC=1.